Dataset: TCR-epitope binding with 47,182 pairs between 192 epitopes and 23,139 TCRs. Task: Binary Classification. Given a T-cell receptor sequence (or CDR3 region) and an epitope sequence, predict whether binding occurs between them. (1) The TCR CDR3 sequence is CASSLGSQGPYNEQFF. Result: 1 (the TCR binds to the epitope). The epitope is LLQTGIHVRVSQPSL. (2) The epitope is YSEHPTFTSQY. The TCR CDR3 sequence is CAISGPGGPTGELFF. Result: 1 (the TCR binds to the epitope). (3) The epitope is TLDSKTQSL. The TCR CDR3 sequence is CASSSADRVLSPYEQYF. Result: 1 (the TCR binds to the epitope).